The task is: Predict the reactants needed to synthesize the given product.. This data is from Full USPTO retrosynthesis dataset with 1.9M reactions from patents (1976-2016). (1) Given the product [F:1][C:2]1[CH:7]=[CH:6][C:5]([CH3:8])=[CH:4][C:3]=1[NH:9][C:10]1[N:15]2[N:16]=[CH:17][C:18]([S:19]([NH:22][C:39](=[O:42])[CH2:40][CH3:41])(=[O:20])=[O:21])=[C:14]2[N:13]=[CH:12][C:11]=1[C:23]([N:25]1[CH2:30][CH2:29][C:28]2([C:38]3[C:33](=[CH:34][CH:35]=[CH:36][CH:37]=3)[CH2:32][O:31]2)[CH2:27][CH2:26]1)=[O:24], predict the reactants needed to synthesize it. The reactants are: [F:1][C:2]1[CH:7]=[CH:6][C:5]([CH3:8])=[CH:4][C:3]=1[NH:9][C:10]1[N:15]2[N:16]=[CH:17][C:18]([S:19]([NH2:22])(=[O:21])=[O:20])=[C:14]2[N:13]=[CH:12][C:11]=1[C:23]([N:25]1[CH2:30][CH2:29][C:28]2([C:38]3[C:33](=[CH:34][CH:35]=[CH:36][CH:37]=3)[CH2:32][O:31]2)[CH2:27][CH2:26]1)=[O:24].[C:39](O)(=[O:42])[CH2:40][CH3:41]. (2) Given the product [Cl:10][C:7]1[CH:8]=[CH:9][C:4]([C:2]2([CH3:20])[CH2:1][CH:13]([I:17])[CH2:12][CH2:11][O:3]2)=[CH:5][CH:6]=1, predict the reactants needed to synthesize it. The reactants are: [CH3:1][C:2]([C:4]1[CH:9]=[CH:8][C:7]([Cl:10])=[CH:6][CH:5]=1)=[O:3].[CH2:11](O)[CH2:12][CH:13]=C.[Na+].[I-:17].Cl[Si](C)(C)[CH3:20]. (3) Given the product [CH2:1]([N:8]([C@H:9]([C:11]1[CH:16]=[CH:15][CH:14]=[CH:13][CH:12]=1)[CH3:10])[C@@H:32]([C:27]1[CH:28]=[CH:29][CH:30]=[CH:31][C:26]=1[S:25][CH:22]([CH3:24])[CH3:23])[CH2:33][C:34]([O:36][C:37]([CH3:38])([CH3:40])[CH3:39])=[O:35])[C:2]1[CH:7]=[CH:6][CH:5]=[CH:4][CH:3]=1, predict the reactants needed to synthesize it. The reactants are: [CH2:1]([NH:8][C@H:9]([C:11]1[CH:16]=[CH:15][CH:14]=[CH:13][CH:12]=1)[CH3:10])[C:2]1[CH:7]=[CH:6][CH:5]=[CH:4][CH:3]=1.C([Li])CCC.[CH:22]([S:25][C:26]1[CH:31]=[CH:30][CH:29]=[CH:28][C:27]=1[CH:32]=[CH:33][C:34]([O:36][C:37]([CH3:40])([CH3:39])[CH3:38])=[O:35])([CH3:24])[CH3:23]. (4) Given the product [Cl:13][C:10]1[CH:11]=[CH:12][C:7]([C:5]2[N:6]=[C:2]([N:29]3[CH:30]=[CH:31][N:32]=[C:28]3[CH2:26][CH3:27])[O:3][C:4]=2[CH2:14][CH2:15][CH2:16][O:17][C:18]2[CH:23]=[CH:22][CH:21]=[CH:20][C:19]=2[O:24][CH3:25])=[CH:8][CH:9]=1, predict the reactants needed to synthesize it. The reactants are: Cl[C:2]1[O:3][C:4]([CH2:14][CH2:15][CH2:16][O:17][C:18]2[CH:23]=[CH:22][CH:21]=[CH:20][C:19]=2[O:24][CH3:25])=[C:5]([C:7]2[CH:12]=[CH:11][C:10]([Cl:13])=[CH:9][CH:8]=2)[N:6]=1.[CH2:26]([C:28]1[NH:29][CH:30]=[CH:31][N:32]=1)[CH3:27].C(=O)([O-])[O-].[K+].[K+].CN(C)C=O. (5) The reactants are: O.[F:2][C:3]1[CH:4]=[CH:5][C:6]([O:11][C:12]2[CH:13]=[C:14]3[C:18](=[CH:19][CH:20]=2)[N:17]([CH2:21][CH2:22][OH:23])[N:16]=[CH:15]3)=[C:7]([CH:10]=1)[C:8]#[N:9].N.CCCCCCC. Given the product [NH2:9][CH2:8][C:7]1[CH:10]=[C:3]([F:2])[CH:4]=[CH:5][C:6]=1[O:11][C:12]1[CH:13]=[C:14]2[C:18](=[CH:19][CH:20]=1)[N:17]([CH2:21][CH2:22][OH:23])[N:16]=[CH:15]2, predict the reactants needed to synthesize it. (6) Given the product [CH3:2][O:18][C:17](=[O:19])[CH2:16][C:11]1[C:10]([Cl:9])=[CH:15][CH:14]=[CH:13][N:12]=1, predict the reactants needed to synthesize it. The reactants are: [Si](C=[N+]=[N-])(C)(C)[CH3:2].Cl.[Cl:9][C:10]1[C:11]([CH2:16][C:17]([OH:19])=[O:18])=[N:12][CH:13]=[CH:14][CH:15]=1. (7) Given the product [Br:30][C:27]1[CH:28]=[CH:29][C:24]([CH2:23][C:22]([NH:21][C:18]2[CH:17]=[C:16]([C:13]3([CH2:12][OH:11])[CH2:14][CH2:15]3)[O:20][N:19]=2)=[O:31])=[CH:25][CH:26]=1, predict the reactants needed to synthesize it. The reactants are: BrC1C=CC(CC([O:11][CH2:12][C:13]2([C:16]3[O:20][N:19]=[C:18]([NH:21][C:22](=[O:31])[CH2:23][C:24]4[CH:29]=[CH:28][C:27]([Br:30])=[CH:26][CH:25]=4)[CH:17]=3)[CH2:15][CH2:14]2)=O)=CC=1.[OH-].[Na+].